From a dataset of Catalyst prediction with 721,799 reactions and 888 catalyst types from USPTO. Predict which catalyst facilitates the given reaction. (1) Reactant: [O:1]1[CH2:6][CH2:5][N:4]([C:7]2[N:12]=[C:11]([C:13]3[CH:19]=[CH:18][C:16]([NH2:17])=[CH:15][CH:14]=3)[N:10]=[C:9]3[N:20]([CH:23]4[CH2:28][CH2:27][N:26]([CH2:29][C:30]([F:33])([F:32])[F:31])[CH2:25][CH2:24]4)[N:21]=[CH:22][C:8]=23)[CH2:3][CH2:2]1.ClC(Cl)(O[C:38](=[O:44])OC(Cl)(Cl)Cl)Cl.[CH3:46][NH2:47]. Product: [CH3:46][NH:47][C:38]([NH:17][C:16]1[CH:15]=[CH:14][C:13]([C:11]2[N:10]=[C:9]3[N:20]([CH:23]4[CH2:28][CH2:27][N:26]([CH2:29][C:30]([F:32])([F:33])[F:31])[CH2:25][CH2:24]4)[N:21]=[CH:22][C:8]3=[C:7]([N:4]3[CH2:5][CH2:6][O:1][CH2:2][CH2:3]3)[N:12]=2)=[CH:19][CH:18]=1)=[O:44]. The catalyst class is: 236. (2) Reactant: [Cl:1][C:2]1[CH:7]=[CH:6][C:5]([C:8]2[CH:9]=[C:10]([CH:15]=[CH:16][N:17]=2)[C:11]([O:13][CH3:14])=[O:12])=[CH:4][C:3]=1[F:18].Cl. Product: [ClH:1].[Cl:1][C:2]1[CH:7]=[CH:6][C:5]([CH:8]2[CH2:9][CH:10]([C:11]([O:13][CH3:14])=[O:12])[CH2:15][CH2:16][NH:17]2)=[CH:4][C:3]=1[F:18]. The catalyst class is: 603. (3) Reactant: [CH2:1]([NH2:8])[C:2]1[CH:7]=[CH:6][CH:5]=[CH:4][CH:3]=1.[C:9]1(=O)[CH:13]2[CH2:14][CH2:15][CH2:16][CH:12]2[C:11](=[O:17])[O:10]1. Product: [CH2:1]([N:8]1[C:9](=[O:10])[C@@H:13]2[CH2:14][CH2:15][CH2:16][C@@H:12]2[C:11]1=[O:17])[C:2]1[CH:7]=[CH:6][CH:5]=[CH:4][CH:3]=1. The catalyst class is: 54. (4) Reactant: [Br:1][C:2]1[CH:7]=[CH:6][C:5]([CH:8]([CH2:20][CH2:21][CH3:22])[CH2:9][C:10]([C:12]2[CH:13]=[N:14][C:15]([O:18]C)=[CH:16][CH:17]=2)=[O:11])=[C:4]([F:23])[CH:3]=1.Cl. Product: [Br:1][C:2]1[CH:7]=[CH:6][C:5]([CH:8]([CH2:20][CH2:21][CH3:22])[CH2:9][C:10]([C:12]2[CH:17]=[CH:16][C:15](=[O:18])[NH:14][CH:13]=2)=[O:11])=[C:4]([F:23])[CH:3]=1. The catalyst class is: 12. (5) Reactant: [C:1]([O:5][C:6](=[O:17])[NH:7][CH2:8][CH2:9][N:10]1[C:14](=[O:15])[CH2:13][S:12][C:11]1=[S:16])([CH3:4])([CH3:3])[CH3:2].[CH:18]([C:20]1[O:24][C:23]([C:25]2[CH:33]=[CH:32][C:28]([C:29]([OH:31])=[O:30])=[CH:27][CH:26]=2)=[CH:22][CH:21]=1)=O. Product: [C:1]([O:5][C:6]([NH:7][CH2:8][CH2:9][N:10]1[C:14](=[O:15])[C:13](=[CH:18][C:20]2[O:24][C:23]([C:25]3[CH:33]=[CH:32][C:28]([C:29]([OH:31])=[O:30])=[CH:27][CH:26]=3)=[CH:22][CH:21]=2)[S:12][C:11]1=[S:16])=[O:17])([CH3:4])([CH3:2])[CH3:3]. The catalyst class is: 360. (6) Reactant: [CH:1]([C:3]1[O:7][C:6]([C:8]2[CH:9]=[C:10]([CH:14]=[CH:15][CH:16]=2)[C:11]([OH:13])=[O:12])=[CH:5][CH:4]=1)=O.[S:17]1[CH2:23][C:21](=[O:22])[NH:20][C:18]1=[S:19].N1CCCCC1. Product: [O:22]=[C:21]1[C:23](=[CH:1][C:3]2[O:7][C:6]([C:8]3[CH:9]=[C:10]([CH:14]=[CH:15][CH:16]=3)[C:11]([OH:13])=[O:12])=[CH:5][CH:4]=2)[S:17][C:18](=[S:19])[NH:20]1. The catalyst class is: 14. (7) Reactant: C(OC(=O)[NH:10][CH2:11][CH2:12][O:13][Si:14]([C:27]([CH3:30])([CH3:29])[CH3:28])([C:21]1[CH:26]=[CH:25][CH:24]=[CH:23][CH:22]=1)[C:15]1[CH:20]=[CH:19][CH:18]=[CH:17][CH:16]=1)C1C=CC=CC=1. Product: [Si:14]([O:13][CH2:12][CH2:11][NH2:10])([C:27]([CH3:29])([CH3:30])[CH3:28])([C:21]1[CH:22]=[CH:23][CH:24]=[CH:25][CH:26]=1)[C:15]1[CH:16]=[CH:17][CH:18]=[CH:19][CH:20]=1. The catalyst class is: 105. (8) Product: [Br:1][C:2]1[CH:3]=[CH:4][C:5]([C:15]2[S:16][CH:17]=[CH:18][N:19]=2)=[C:6]([CH3:8])[CH:7]=1. The catalyst class is: 516. Reactant: [Br:1][C:2]1[CH:3]=[CH:4][C:5](I)=[C:6]([CH3:8])[CH:7]=1.C([Sn](CCCC)(CCCC)[C:15]1[S:16][CH:17]=[CH:18][N:19]=1)CCC. (9) Reactant: [CH2:1]1[CH:5]2[CH2:6][C:7](=[O:9])[CH2:8][CH:4]2[CH2:3][NH:2]1.[C:10](OC(=O)C)(=[O:12])[CH3:11].C(N(CC)CC)C. Product: [C:10]([N:2]1[CH2:3][CH:4]2[CH2:8][C:7](=[O:9])[CH2:6][CH:5]2[CH2:1]1)(=[O:12])[CH3:11]. The catalyst class is: 10.